From a dataset of Catalyst prediction with 721,799 reactions and 888 catalyst types from USPTO. Predict which catalyst facilitates the given reaction. (1) Reactant: [Cl:1][C:2]1[CH:7]=[C:6]([N:8]=[C:9]=[S:10])[CH:5]=[C:4]([Cl:11])[C:3]=1[N:12]1[CH2:25][C:14]2([CH2:17][N:16]([C:18]([O:20][C:21]([CH3:24])([CH3:23])[CH3:22])=[O:19])[CH2:15]2)[CH2:13]1.[N:26]#[C:27][NH2:28].[Na].[CH3:30]I. Product: [Cl:1][C:2]1[CH:7]=[C:6]([N:8]=[C:9]([NH:26][C:27]#[N:28])[S:10][CH3:30])[CH:5]=[C:4]([Cl:11])[C:3]=1[N:12]1[CH2:25][C:14]2([CH2:17][N:16]([C:18]([O:20][C:21]([CH3:22])([CH3:24])[CH3:23])=[O:19])[CH2:15]2)[CH2:13]1. The catalyst class is: 5. (2) Reactant: [NH2:1][C:2]1[C:3]([C:12]([NH:14][C@H:15]([C:20]([O-:22])=[O:21])[CH2:16][C:17]([O-:19])=[O:18])=[O:13])=[CH:4][C:5]2[C:10]([CH:11]=1)=[CH:9][CH:8]=[CH:7][CH:6]=2.[N:23]([C:26]1[C:31]([CH3:32])=[CH:30][C:29]([CH3:33])=[CH:28][C:27]=1[CH3:34])=[C:24]=[O:25]. Product: [CH3:32][C:31]1[CH:30]=[C:29]([CH3:33])[CH:28]=[C:27]([CH3:34])[C:26]=1[NH:23][C:24]([NH:1][C:2]1[C:3]([C:12]([NH:14][C@H:15]([C:20]([O:22][C:10]([CH3:11])([CH3:5])[CH3:9])=[O:21])[CH2:16][C:17]([O:19][C:3]([CH3:12])([CH3:4])[CH3:2])=[O:18])=[O:13])=[CH:4][C:5]2[C:10]([CH:11]=1)=[CH:9][CH:8]=[CH:7][CH:6]=2)=[O:25]. The catalyst class is: 17.